Dataset: Full USPTO retrosynthesis dataset with 1.9M reactions from patents (1976-2016). Task: Predict the reactants needed to synthesize the given product. (1) Given the product [C:1]([CH2:3][C:4]1([N:22]2[CH:26]=[C:25]([C:27]3[CH:32]=[CH:31][N:30]=[C:29]4[NH:33][CH:34]=[CH:35][C:28]=34)[CH:24]=[N:23]2)[CH2:7][N:6]([C:8]2[N:9]=[CH:10][C:11]([C:14]([NH:16][C@H:17]([CH:19]3[CH2:21][CH2:20]3)[CH3:18])=[O:15])=[N:12][CH:13]=2)[CH2:5]1)#[N:2], predict the reactants needed to synthesize it. The reactants are: [C:1]([CH2:3][C:4]1([N:22]2[CH:26]=[C:25]([C:27]3[CH:32]=[CH:31][N:30]=[C:29]4[N:33](COCC[Si](C)(C)C)[CH:34]=[CH:35][C:28]=34)[CH:24]=[N:23]2)[CH2:7][N:6]([C:8]2[N:9]=[CH:10][C:11]([C:14]([NH:16][C@H:17]([CH:19]3[CH2:21][CH2:20]3)[CH3:18])=[O:15])=[N:12][CH:13]=2)[CH2:5]1)#[N:2].C(N)CN. (2) Given the product [ClH:22].[C:19]([C:15]1[CH:14]=[C:13]([CH:18]=[CH:17][CH:16]=1)[CH2:12][C@@H:9]1[CH2:10][S:7][C:6]([NH2:5])=[N:8]1)([OH:21])=[O:20], predict the reactants needed to synthesize it. The reactants are: C([NH:5][C:6]([NH:8][C@H:9]([CH2:12][C:13]1[CH:18]=[CH:17][CH:16]=[C:15]([C:19]([OH:21])=[O:20])[CH:14]=1)[CH2:10]O)=[S:7])(C)(C)C.[ClH:22].